Dataset: Catalyst prediction with 721,799 reactions and 888 catalyst types from USPTO. Task: Predict which catalyst facilitates the given reaction. (1) Reactant: [C:1]1([C:7]2(CCC(O)=O)[CH2:12][CH2:11][CH2:10][CH2:9][CH2:8]2)[CH:6]=C[CH:4]=[CH:3][CH:2]=1.CC1(C)[O:23][C@H:22]([CH2:24][O:25][C:26]2[C:35]([CH3:36])=[CH:34][C:29]([C:30](=[NH:33])[NH:31][OH:32])=[CH:28][C:27]=2[CH3:37])[CH2:21][O:20]1.C(N=C=NC(C)C)(C)C.[F-:48].C([N+](CCCC)(CCCC)CCCC)CCC.[CH2:66]1[CH2:70][O:69][CH2:68][CH2:67]1. The catalyst class is: 4. Product: [OH:23][C@@H:22]([CH2:21][OH:20])[CH2:24][O:25][C:26]1[C:27]([CH3:37])=[CH:28][C:29]([C:30]2[N:33]=[C:4]([CH2:3][CH2:2][C:1]3([C:7]4[CH:12]=[CH:11][C:10]([F:48])=[CH:9][CH:8]=4)[CH2:6][CH2:68][CH2:67][CH2:66][C:70]3=[O:69])[O:32][N:31]=2)=[CH:34][C:35]=1[CH3:36]. (2) Reactant: [Cl:1][C:2]1[CH:7]=[CH:6][CH:5]=[CH:4][C:3]=1/[CH:8]=[CH:9]/[C:10]1[CH:22]=[CH:21][C:13]([C:14]([O:16]C(C)(C)C)=[O:15])=[C:12]([NH:23][C:24]2[CH:29]=[CH:28][C:27]([F:30])=[CH:26][CH:25]=2)[CH:11]=1. Product: [Cl:1][C:2]1[CH:7]=[CH:6][CH:5]=[CH:4][C:3]=1/[CH:8]=[CH:9]/[C:10]1[CH:22]=[CH:21][C:13]([C:14]([OH:16])=[O:15])=[C:12]([NH:23][C:24]2[CH:25]=[CH:26][C:27]([F:30])=[CH:28][CH:29]=2)[CH:11]=1. The catalyst class is: 55.